From a dataset of Catalyst prediction with 721,799 reactions and 888 catalyst types from USPTO. Predict which catalyst facilitates the given reaction. (1) Reactant: [Cl:1][C:2]1[C:3]([N:11]2[C:15]([NH:16][CH:17]=[O:18])=[C:14]([C:19]#[N:20])[CH:13]=[N:12]2)=[N:4][N:5]2[CH2:10][CH2:9][CH2:8][CH2:7][C:6]=12.C(=O)([O-])[O-].[K+].[K+].Br[CH2:28][CH2:29][C:30]#[CH:31].O. Product: [CH2:31]([N:16]([C:15]1[N:11]([C:3]2[C:2]([Cl:1])=[C:6]3[CH2:7][CH2:8][CH2:9][CH2:10][N:5]3[N:4]=2)[N:12]=[CH:13][C:14]=1[C:19]#[N:20])[CH:17]=[O:18])[CH2:30][C:29]#[CH:28]. The catalyst class is: 10. (2) Reactant: [CH3:1][O:2][C:3]([CH:5]1[CH2:10][CH2:9][N:8]([C:11]2[C:16]([NH2:17])=[CH:15][C:14]([Cl:18])=[CH:13][N:12]=2)[CH2:7][CH2:6]1)=[O:4].[Cl:19][C:20]1[CH:21]=[C:22]([CH:26]=[CH:27][CH:28]=1)[C:23](Cl)=[O:24]. Product: [CH3:1][O:2][C:3]([CH:5]1[CH2:10][CH2:9][N:8]([C:11]2[C:16]([NH:17][C:23](=[O:24])[C:22]3[CH:26]=[CH:27][CH:28]=[C:20]([Cl:19])[CH:21]=3)=[CH:15][C:14]([Cl:18])=[CH:13][N:12]=2)[CH2:7][CH2:6]1)=[O:4]. The catalyst class is: 382. (3) Reactant: [CH3:1][O:2][C:3]([C:5]1[C:14]2[O:13][CH2:12][CH:11]([C:15]3[CH:16]=[N:17][CH:18]=[C:19]([CH2:21]Br)[CH:20]=3)[O:10][C:9]=2[CH:8]=[CH:7][CH:6]=1)=[O:4].[CH3:23][S-:24].[Na+].C(=O)([O-])[O-].[K+].[K+]. Product: [CH3:1][O:2][C:3]([C:5]1[C:14]2[O:13][CH2:12][CH:11]([C:15]3[CH:16]=[N:17][CH:18]=[C:19]([CH2:21][S:24][CH3:23])[CH:20]=3)[O:10][C:9]=2[CH:8]=[CH:7][CH:6]=1)=[O:4]. The catalyst class is: 3. (4) Reactant: [Mg].Br[C:3]1[CH:8]=[CH:7][CH:6]=[CH:5][C:4]=1[C:9]1[CH:14]=[CH:13][CH:12]=[CH:11][CH:10]=1.[C:15]12([P:25]([C:27]34[CH2:36][CH:31]5[CH2:32][CH:33]([CH2:35][CH:29]([CH2:30]5)[CH2:28]3)[CH2:34]4)Cl)[CH2:24][CH:19]3[CH2:20][CH:21]([CH2:23][CH:17]([CH2:18]3)[CH2:16]1)[CH2:22]2.CCOCC. Product: [C:15]12([P:25]([C:27]34[CH2:28][CH:29]5[CH2:30][CH:31]([CH2:32][CH:33]([CH2:35]5)[CH2:34]3)[CH2:36]4)[C:3]3[CH:8]=[CH:7][CH:6]=[CH:5][C:4]=3[C:9]3[CH:14]=[CH:13][CH:12]=[CH:11][CH:10]=3)[CH2:16][CH:17]3[CH2:23][CH:21]([CH2:20][CH:19]([CH2:18]3)[CH2:24]1)[CH2:22]2. The catalyst class is: 773. (5) Reactant: [Br:1][C:2]1[C:3]([F:11])=[C:4]([CH:8]=[CH:9][CH:10]=1)[C:5]([OH:7])=[O:6].[I:12]N1C(=O)CCC1=O. Product: [Br:1][C:2]1[C:3]([F:11])=[C:4]([CH:8]=[C:9]([I:12])[CH:10]=1)[C:5]([OH:7])=[O:6]. The catalyst class is: 65. (6) Reactant: [C:1]([C:3]1([NH:6][C:7]([C@H:9]2[CH2:13][C@H:12]([S:14]([C:17]3[CH:22]=[CH:21][C:20](Br)=[CH:19][C:18]=3[C:24]([F:27])([F:26])[F:25])(=[O:16])=[O:15])[CH2:11][C@@H:10]2[O:28][CH3:29])=[O:8])[CH2:5][CH2:4]1)#[N:2].[CH3:30][N:31]1[CH2:36][CH2:35][NH:34][CH2:33][CH2:32]1.C(N(C(C)C)C(C)C)C.C([O-])([O-])=O.[Na+].[Na+]. Product: [C:1]([C:3]1([NH:6][C:7]([C@H:9]2[CH2:13][C@H:12]([S:14]([C:17]3[CH:22]=[CH:21][C:20]([N:34]4[CH2:35][CH2:36][N:31]([CH3:30])[CH2:32][CH2:33]4)=[CH:19][C:18]=3[C:24]([F:27])([F:26])[F:25])(=[O:16])=[O:15])[CH2:11][C@@H:10]2[O:28][CH3:29])=[O:8])[CH2:5][CH2:4]1)#[N:2]. The catalyst class is: 287. (7) Reactant: [CH3:1][CH2:2][O:3][C:4]([CH3:6])=[O:5].C[Si]([N-][Si](C)(C)C)(C)C.[Li+].[CH3:17][O:18][C:19]1[CH:24]=[CH:23][C:22]([CH2:25][C:26]([C:28]2[CH:33]=[CH:32][CH:31]=[CH:30][CH:29]=2)=[O:27])=[CH:21][CH:20]=1. Product: [OH:27][C:26]([C:28]1[CH:33]=[CH:32][CH:31]=[CH:30][CH:29]=1)([CH2:25][C:22]1[CH:23]=[CH:24][C:19]([O:18][CH3:17])=[CH:20][CH:21]=1)[CH2:6][C:4]([O:3][CH2:2][CH3:1])=[O:5]. The catalyst class is: 1. (8) Reactant: [Br:1][C:2]1[CH:8]=[CH:7][CH:6]=[CH:5][C:3]=1[NH2:4].C(O[CH:12]=[C:13]([C:19](=[O:21])[CH3:20])[C:14]([O:16][CH2:17][CH3:18])=[O:15])C. Product: [Br:1][C:2]1[CH:8]=[CH:7][CH:6]=[CH:5][C:3]=1[NH:4][CH:12]=[C:13]([C:19](=[O:21])[CH3:20])[C:14]([O:16][CH2:17][CH3:18])=[O:15]. The catalyst class is: 32. (9) Reactant: C([O:8][C:9]1[CH:24]=[C:23]([N:25]([CH2:41][C:42]2[CH:47]=[CH:46][C:45]([CH:48]3[CH2:53][CH2:52][N:51]([C:54]4[CH:59]=[CH:58][C:57]([C:60]([O:62]C(C)(C)C)=[O:61])=[CH:56][CH:55]=4)[CH2:50][CH2:49]3)=[CH:44][CH:43]=2)[C:26](=[O:40])[CH2:27][N:28]([CH3:39])[S:29]([C:32]2[CH:37]=[CH:36][C:35]([CH3:38])=[CH:34][CH:33]=2)(=[O:31])=[O:30])[CH:22]=[CH:21][C:10]=1[C:11]([O:13][CH2:14][C:15]1[CH:20]=[CH:19][CH:18]=[CH:17][CH:16]=1)=[O:12])C1C=CC=CC=1.C1(C)C=CC=CC=1. Product: [CH2:14]([O:13][C:11]([C:10]1[CH:21]=[CH:22][C:23]([N:25]([CH2:41][C:42]2[CH:47]=[CH:46][C:45]([CH:48]3[CH2:49][CH2:50][N:51]([C:54]4[CH:59]=[CH:58][C:57]([C:60]([OH:62])=[O:61])=[CH:56][CH:55]=4)[CH2:52][CH2:53]3)=[CH:44][CH:43]=2)[C:26](=[O:40])[CH2:27][N:28]([CH3:39])[S:29]([C:32]2[CH:37]=[CH:36][C:35]([CH3:38])=[CH:34][CH:33]=2)(=[O:31])=[O:30])=[CH:24][C:9]=1[OH:8])=[O:12])[C:15]1[CH:20]=[CH:19][CH:18]=[CH:17][CH:16]=1. The catalyst class is: 67. (10) Reactant: [H-].[Al+3].[Li+].[H-].[H-].[H-].[NH:7]1[C:15]2[C:10](=[CH:11][CH:12]=[CH:13][CH:14]=2)[C:9]([C:16]#[N:17])=[CH:8]1.O1CCCC1. Product: [NH:7]1[C:15]2[C:10](=[CH:11][CH:12]=[CH:13][CH:14]=2)[C:9]([CH2:16][NH2:17])=[CH:8]1. The catalyst class is: 12.